This data is from NCI-60 drug combinations with 297,098 pairs across 59 cell lines. The task is: Regression. Given two drug SMILES strings and cell line genomic features, predict the synergy score measuring deviation from expected non-interaction effect. (1) Drug 2: CN1C(=O)N2C=NC(=C2N=N1)C(=O)N. Cell line: K-562. Drug 1: C1=CC(=CC=C1CCC2=CNC3=C2C(=O)NC(=N3)N)C(=O)NC(CCC(=O)O)C(=O)O. Synergy scores: CSS=52.8, Synergy_ZIP=0.425, Synergy_Bliss=-1.10, Synergy_Loewe=-22.1, Synergy_HSA=-3.38. (2) Drug 1: C1CCC(C1)C(CC#N)N2C=C(C=N2)C3=C4C=CNC4=NC=N3. Cell line: SNB-75. Synergy scores: CSS=31.1, Synergy_ZIP=-0.307, Synergy_Bliss=6.71, Synergy_Loewe=-5.09, Synergy_HSA=3.64. Drug 2: COC1=C(C=C2C(=C1)N=CN=C2NC3=CC(=C(C=C3)F)Cl)OCCCN4CCOCC4. (3) Drug 1: C1C(C(OC1N2C=C(C(=O)NC2=O)F)CO)O. Drug 2: CC1=C(C=C(C=C1)NC(=O)C2=CC=C(C=C2)CN3CCN(CC3)C)NC4=NC=CC(=N4)C5=CN=CC=C5. Cell line: SF-539. Synergy scores: CSS=34.7, Synergy_ZIP=-2.82, Synergy_Bliss=-3.24, Synergy_Loewe=-21.3, Synergy_HSA=-1.19. (4) Drug 1: C1CCN(CC1)CCOC2=CC=C(C=C2)C(=O)C3=C(SC4=C3C=CC(=C4)O)C5=CC=C(C=C5)O. Drug 2: CC1CCC2CC(C(=CC=CC=CC(CC(C(=O)C(C(C(=CC(C(=O)CC(OC(=O)C3CCCCN3C(=O)C(=O)C1(O2)O)C(C)CC4CCC(C(C4)OC)O)C)C)O)OC)C)C)C)OC. Cell line: HCT116. Synergy scores: CSS=9.58, Synergy_ZIP=-2.38, Synergy_Bliss=-6.82, Synergy_Loewe=-16.9, Synergy_HSA=-9.83. (5) Drug 1: C1CCC(C1)C(CC#N)N2C=C(C=N2)C3=C4C=CNC4=NC=N3. Drug 2: CC=C1C(=O)NC(C(=O)OC2CC(=O)NC(C(=O)NC(CSSCCC=C2)C(=O)N1)C(C)C)C(C)C. Cell line: RXF 393. Synergy scores: CSS=48.3, Synergy_ZIP=-2.66, Synergy_Bliss=-4.79, Synergy_Loewe=-74.8, Synergy_HSA=-4.53. (6) Drug 1: CC12CCC3C(C1CCC2O)C(CC4=C3C=CC(=C4)O)CCCCCCCCCS(=O)CCCC(C(F)(F)F)(F)F. Drug 2: C1C(C(OC1N2C=NC(=NC2=O)N)CO)O. Cell line: SNB-19. Synergy scores: CSS=5.40, Synergy_ZIP=-0.361, Synergy_Bliss=2.44, Synergy_Loewe=-15.2, Synergy_HSA=-5.03. (7) Drug 1: CNC(=O)C1=CC=CC=C1SC2=CC3=C(C=C2)C(=NN3)C=CC4=CC=CC=N4. Drug 2: C1=NC(=NC(=O)N1C2C(C(C(O2)CO)O)O)N. Cell line: HL-60(TB). Synergy scores: CSS=34.4, Synergy_ZIP=8.34, Synergy_Bliss=12.1, Synergy_Loewe=6.84, Synergy_HSA=10.8. (8) Drug 1: COC1=C(C=C2C(=C1)N=CN=C2NC3=CC(=C(C=C3)F)Cl)OCCCN4CCOCC4. Drug 2: C1=CC(=CC=C1CCCC(=O)O)N(CCCl)CCCl. Cell line: UACC62. Synergy scores: CSS=34.8, Synergy_ZIP=-9.77, Synergy_Bliss=-4.05, Synergy_Loewe=-1.53, Synergy_HSA=0.160. (9) Drug 2: CC(C1=C(C=CC(=C1Cl)F)Cl)OC2=C(N=CC(=C2)C3=CN(N=C3)C4CCNCC4)N. Cell line: RPMI-8226. Synergy scores: CSS=45.1, Synergy_ZIP=-2.08, Synergy_Bliss=-5.61, Synergy_Loewe=-29.6, Synergy_HSA=-6.89. Drug 1: CC1=C2C(C(=O)C3(C(CC4C(C3C(C(C2(C)C)(CC1OC(=O)C(C(C5=CC=CC=C5)NC(=O)OC(C)(C)C)O)O)OC(=O)C6=CC=CC=C6)(CO4)OC(=O)C)OC)C)OC.